Dataset: Reaction yield outcomes from USPTO patents with 853,638 reactions. Task: Predict the reaction yield, written as a fraction of the theoretical maximum amount of product (1.0 means a 100% yield; for example, 0.34 means a 34% yield). (1) The reactants are [CH3:1][N:2]1[C:10]2[C:5](=[N:6][C:7]([C@H:17]([NH2:19])[CH3:18])=[C:8]([N:11]3[CH2:16][CH2:15][O:14][CH2:13][CH2:12]3)[CH:9]=2)[CH:4]=[CH:3]1.[NH2:20][C:21]1[N:26]=[C:25]([NH2:27])[C:24]([C:28]#[N:29])=[C:23](Cl)[N:22]=1.CCN(CC)CC.C(=O)(O)[O-].[Na+]. The catalyst is CN(C=O)C. The product is [NH2:20][C:21]1[N:26]=[C:25]([NH2:27])[C:24]([C:28]#[N:29])=[C:23]([NH:19][C@@H:17]([C:7]2[N:6]=[C:5]3[CH:4]=[CH:3][N:2]([CH3:1])[C:10]3=[CH:9][C:8]=2[N:11]2[CH2:12][CH2:13][O:14][CH2:15][CH2:16]2)[CH3:18])[N:22]=1. The yield is 0.450. (2) The reactants are C([Li])CCC.Br[C:7]1[CH:12]=[CH:11][CH:10]=[C:9]([C:13]#[C:14][CH3:15])[CH:8]=1.[B:16](OC(C)C)([O:21]C(C)C)[O:17]C(C)C.Cl.[OH-].[K+].CC1CCCO1. The catalyst is O1CCCC1.C1(C)C=CC=CC=1. The product is [C:13]([C:9]1[CH:8]=[C:7]([B:16]([OH:21])[OH:17])[CH:12]=[CH:11][CH:10]=1)#[C:14][CH3:15]. The yield is 0.750.